Dataset: Forward reaction prediction with 1.9M reactions from USPTO patents (1976-2016). Task: Predict the product of the given reaction. (1) Given the reactants [CH2:1]([O:8][C@H:9]([CH2:24][CH2:25][CH2:26][CH2:27][CH2:28][CH2:29][CH2:30][CH2:31][CH2:32][CH:33]([CH3:35])[CH3:34])[CH2:10][C:11]([O:13]CC(C1C=CC(Br)=CC=1)=O)=[O:12])[C:2]1[CH:7]=[CH:6][CH:5]=[CH:4][CH:3]=1, predict the reaction product. The product is: [CH2:1]([O:8][C@H:9]([CH2:24][CH2:25][CH2:26][CH2:27][CH2:28][CH2:29][CH2:30][CH2:31][CH2:32][CH:33]([CH3:35])[CH3:34])[CH2:10][C:11]([OH:13])=[O:12])[C:2]1[CH:7]=[CH:6][CH:5]=[CH:4][CH:3]=1. (2) Given the reactants [O:1]1[CH2:6][CH2:5][CH2:4][CH2:3][CH:2]1[N:7]1[C:15]2[CH:14]=[CH:13][CH:12]=[C:11]([C:16]#[N:17])[C:10]=2[CH:9]=[N:8]1.N, predict the reaction product. The product is: [O:1]1[CH2:6][CH2:5][CH2:4][CH2:3][CH:2]1[N:7]1[C:15]2[C:10](=[C:11]([CH2:16][NH2:17])[CH:12]=[CH:13][CH:14]=2)[CH:9]=[N:8]1. (3) Given the reactants C(=[N:14][NH:15][C:16]1[C:17]2[CH:54]=[CH:53][CH:52]=[CH:51][C:18]=2[S:19][C:20]=1[C:21]([C:23]1[N:27](COCC2C=CC=CC=2)[C:26]2[CH:37]=[C:38]([O:41][CH2:42][CH2:43][CH2:44][N:45]3[CH2:50][CH2:49][CH2:48][CH2:47][CH2:46]3)[CH:39]=[CH:40][C:25]=2[N:24]=1)=O)(C1C=CC=CC=1)C1C=CC=CC=1.Br, predict the reaction product. The product is: [N:45]1([CH2:44][CH2:43][CH2:42][O:41][C:38]2[CH:39]=[CH:40][C:25]3[N:24]=[C:23]([C:21]4[C:20]5[S:19][C:18]6[CH:51]=[CH:52][CH:53]=[CH:54][C:17]=6[C:16]=5[NH:15][N:14]=4)[NH:27][C:26]=3[CH:37]=2)[CH2:50][CH2:49][CH2:48][CH2:47][CH2:46]1. (4) Given the reactants [F:1][C:2]1[CH:7]=[CH:6][C:5]([CH2:8][N:9]2[CH:13]=[C:12]([CH2:14][N:15]([C:29]3[CH:30]=[N:31][C:32]([CH:35]([CH3:37])[CH3:36])=[CH:33][CH:34]=3)[C:16]([CH:18]3[C:27]4[C:22](=[C:23]([OH:28])[CH:24]=[CH:25][CH:26]=4)[CH2:21][CH2:20][CH2:19]3)=[O:17])[CH:11]=[N:10]2)=[CH:4][CH:3]=1.[Cl:38]C1C=CC=C(C(OO)=[O:46])C=1, predict the reaction product. The product is: [ClH:38].[F:1][C:2]1[CH:7]=[CH:6][C:5]([CH2:8][N:9]2[CH:13]=[C:12]([CH2:14][N:15]([C:29]3[CH:30]=[N+:31]([O-:46])[C:32]([CH:35]([CH3:37])[CH3:36])=[CH:33][CH:34]=3)[C:16]([CH:18]3[C:27]4[C:22](=[C:23]([OH:28])[CH:24]=[CH:25][CH:26]=4)[CH2:21][CH2:20][CH2:19]3)=[O:17])[CH:11]=[N:10]2)=[CH:4][CH:3]=1. (5) Given the reactants Br.[N+:2]([C:5]1[CH:10]=[CH:9][C:8]([CH2:11][C@@H:12]([C:14]2[N:15]=[C:16]([C:19]3[S:20][CH:21]=[CH:22][CH:23]=3)[S:17][CH:18]=2)[NH2:13])=[CH:7][CH:6]=1)([O-:4])=[O:3].CCN(CC)CC.[CH2:31]([N:38]=[C:39]=[O:40])[C:32]1[CH:37]=[CH:36][CH:35]=[CH:34][CH:33]=1, predict the reaction product. The product is: [CH2:31]([NH:38][C:39]([NH:13][C@H:12]([C:14]1[N:15]=[C:16]([C:19]2[S:20][CH:21]=[CH:22][CH:23]=2)[S:17][CH:18]=1)[CH2:11][C:8]1[CH:7]=[CH:6][C:5]([N+:2]([O-:4])=[O:3])=[CH:10][CH:9]=1)=[O:40])[C:32]1[CH:37]=[CH:36][CH:35]=[CH:34][CH:33]=1.